Dataset: Reaction yield outcomes from USPTO patents with 853,638 reactions. Task: Predict the reaction yield, written as a fraction of the theoretical maximum amount of product (1.0 means a 100% yield; for example, 0.34 means a 34% yield). The reactants are [C:1]([O:9][C@@H:10]1[C@H:14]([CH2:15][O:16][C:17](=[O:24])[C:18]2[CH:23]=[CH:22][CH:21]=[CH:20][CH:19]=2)[O:13][C@H:12]([N:25]2[CH:32]=[CH:31][C:29](=[O:30])[NH:28][C:26]2=[O:27])[C@H:11]1[OH:33])(=[O:8])[C:2]1[CH:7]=[CH:6][CH:5]=[CH:4][CH:3]=1.C1(N=C=NC2CCCCC2)CCCCC1.ClC(Cl)C(O)=O.C(O)(=O)C(O)=O.[BH4-].[Na+]. The catalyst is C(OCC)(=O)C.CO.N1C=CC=CC=1.C1C=CC=CC=1.CS(C)=O. The product is [C:1]([O:9][C@H:10]1[C@H:14]([CH2:15][O:16][C:17](=[O:24])[C:18]2[CH:23]=[CH:22][CH:21]=[CH:20][CH:19]=2)[O:13][C@H:12]([N:25]2[CH:32]=[CH:31][C:29](=[O:30])[NH:28][C:26]2=[O:27])[C@@H:11]1[OH:33])(=[O:8])[C:2]1[CH:7]=[CH:6][CH:5]=[CH:4][CH:3]=1. The yield is 0.660.